This data is from Reaction yield outcomes from USPTO patents with 853,638 reactions. The task is: Predict the reaction yield, written as a fraction of the theoretical maximum amount of product (1.0 means a 100% yield; for example, 0.34 means a 34% yield). (1) The reactants are [CH:1]1([C:7]2[N:8]=[C:9]([C:12]3([CH2:18][NH2:19])[CH2:17][CH2:16][O:15][CH2:14][CH2:13]3)[S:10][CH:11]=2)[CH2:6][CH2:5][CH2:4][CH2:3][CH2:2]1.[F:20][C:21]([F:37])([F:36])[C:22]1[O:26][N:25]=[C:24]([C:27]2[CH:28]=[C:29]([CH:33]=[CH:34][CH:35]=2)[C:30](O)=[O:31])[N:23]=1. No catalyst specified. The product is [CH:1]1([C:7]2[N:8]=[C:9]([C:12]3([CH2:18][NH:19][C:30](=[O:31])[C:29]4[CH:33]=[CH:34][CH:35]=[C:27]([C:24]5[N:23]=[C:22]([C:21]([F:37])([F:36])[F:20])[O:26][N:25]=5)[CH:28]=4)[CH2:13][CH2:14][O:15][CH2:16][CH2:17]3)[S:10][CH:11]=2)[CH2:2][CH2:3][CH2:4][CH2:5][CH2:6]1. The yield is 0.320. (2) The reactants are [CH3:1][O:2][C:3]1[CH:4]=[C:5]2[C:10](=[CH:11][C:12]=1[O:13][CH3:14])[N:9]=[CH:8][N:7]=[C:6]2[O:15][C:16]1[CH:22]=[CH:21][C:19]([NH2:20])=[C:18]([N+:23]([O-:25])=[O:24])[CH:17]=1.Cl[C:27](Cl)([O:29]C(=O)OC(Cl)(Cl)Cl)Cl.[CH3:38][CH2:39][CH2:40][CH2:41][CH:42]([OH:47])[CH2:43][CH2:44][CH2:45][CH3:46].C(=O)(O)[O-].[Na+]. The catalyst is C(Cl)Cl.C(N(CC)CC)C.C1(C)C=CC=CC=1. The product is [CH3:1][O:2][C:3]1[CH:4]=[C:5]2[C:10](=[CH:11][C:12]=1[O:13][CH3:14])[N:9]=[CH:8][N:7]=[C:6]2[O:15][C:16]1[CH:22]=[CH:21][C:19]([NH:20][C:27](=[O:29])[O:47][CH:42]([CH2:43][CH2:44][CH2:45][CH3:46])[CH2:41][CH2:40][CH2:39][CH3:38])=[C:18]([N+:23]([O-:25])=[O:24])[CH:17]=1. The yield is 0.960. (3) The reactants are [CH:1]1([O:7][C:8]2[CH:15]=[CH:14][CH:13]=[C:12]([N+:16]([O-:18])=[O:17])[C:9]=2[C:10]#[N:11])[CH2:6][CH2:5][CH2:4][CH:3]=[CH:2]1.C1C[O:22]CC1.[OH2:24]. The catalyst is O=[Os](=O)(=O)=O. The product is [OH:24][CH:2]1[CH:3]([OH:22])[CH2:4][CH2:5][CH2:6][CH:1]1[O:7][C:8]1[CH:15]=[CH:14][CH:13]=[C:12]([N+:16]([O-:18])=[O:17])[C:9]=1[C:10]#[N:11]. The yield is 0.640. (4) The reactants are [NH2:1][C:2]1[C:7]2[C:8]([C:11]3[CH:16]=[CH:15][C:14]([NH:17][C:18]([NH:20][C:21]4[CH:26]=[CH:25][CH:24]=[C:23]([CH3:27])[CH:22]=4)=[O:19])=[CH:13][CH:12]=3)=[CH:9][S:10][C:6]=2[C:5]([C:28]#[C:29][CH2:30][N:31]([CH2:34][CH3:35])[CH2:32][CH3:33])=[CH:4][N:3]=1. The catalyst is CO.[Pd]. The product is [NH2:1][C:2]1[C:7]2[C:8]([C:11]3[CH:16]=[CH:15][C:14]([NH:17][C:18]([NH:20][C:21]4[CH:26]=[CH:25][CH:24]=[C:23]([CH3:27])[CH:22]=4)=[O:19])=[CH:13][CH:12]=3)=[CH:9][S:10][C:6]=2[C:5]([CH2:28][CH2:29][CH2:30][N:31]([CH2:34][CH3:35])[CH2:32][CH3:33])=[CH:4][N:3]=1. The yield is 0.720. (5) The reactants are [OH:1]O.[N:3]1[C:8]2[NH:9][C:10]3[C:15]([C:7]=2[CH:6]=[CH:5][CH:4]=1)=[CH:14][CH:13]=[CH:12][CH:11]=3. The catalyst is CC(O)=O. The product is [N+:3]1([O-:1])[CH:4]=[CH:5][CH:6]=[C:7]2[C:15]3[C:10](=[CH:11][CH:12]=[CH:13][CH:14]=3)[NH:9][C:8]=12. The yield is 0.670. (6) The reactants are [F:1][C:2]([F:22])([F:21])[CH:3]([C:5]1[CH:10]=[CH:9][C:8]([O:11][C:12]2[CH:17]=[CH:16][CH:15]=[C:14]([F:18])[N:13]=2)=[C:7]([O:19][CH3:20])[CH:6]=1)O.CCN(S(F)(F)[F:29])CC. The catalyst is ClCCl. The product is [F:18][C:14]1[CH:15]=[CH:16][CH:17]=[C:12]([O:11][C:8]2[CH:9]=[CH:10][C:5]([CH:3]([F:29])[C:2]([F:22])([F:21])[F:1])=[CH:6][C:7]=2[O:19][CH3:20])[N:13]=1. The yield is 0.370. (7) The reactants are [Cl:1][C:2]1[N:7]=[C:6]([N:8]([CH:18]2[CH2:22][CH2:21][CH2:20][CH2:19]2)[CH2:9][C:10]([F:17])([CH3:16])[C:11](OCC)=[O:12])[C:5]([N+:23]([O-])=O)=[CH:4][N:3]=1.Cl. The catalyst is C(O)(=O)C. The product is [Cl:1][C:2]1[N:3]=[CH:4][C:5]2[NH:23][C:11](=[O:12])[C:10]([F:17])([CH3:16])[CH2:9][N:8]([CH:18]3[CH2:22][CH2:21][CH2:20][CH2:19]3)[C:6]=2[N:7]=1. The yield is 0.230.